Dataset: NCI-60 drug combinations with 297,098 pairs across 59 cell lines. Task: Regression. Given two drug SMILES strings and cell line genomic features, predict the synergy score measuring deviation from expected non-interaction effect. (1) Drug 1: CN(C)C1=NC(=NC(=N1)N(C)C)N(C)C. Drug 2: B(C(CC(C)C)NC(=O)C(CC1=CC=CC=C1)NC(=O)C2=NC=CN=C2)(O)O. Cell line: A549. Synergy scores: CSS=3.35, Synergy_ZIP=4.51, Synergy_Bliss=9.06, Synergy_Loewe=5.14, Synergy_HSA=5.14. (2) Drug 1: C1=NC2=C(N=C(N=C2N1C3C(C(C(O3)CO)O)O)F)N. Drug 2: COC1=C2C(=CC3=C1OC=C3)C=CC(=O)O2. Cell line: NCI-H522. Synergy scores: CSS=5.47, Synergy_ZIP=-4.55, Synergy_Bliss=-3.49, Synergy_Loewe=-4.41, Synergy_HSA=-4.35.